This data is from HIV replication inhibition screening data with 41,000+ compounds from the AIDS Antiviral Screen. The task is: Binary Classification. Given a drug SMILES string, predict its activity (active/inactive) in a high-throughput screening assay against a specified biological target. (1) The compound is COc1ccc(SSc2ccc(OC)n[n+]2[O-])[n+]([O-])n1. The result is 0 (inactive). (2) The compound is O=C(NCCCl)c1cc(C(F)(F)F)cc(C(F)(F)F)c1. The result is 0 (inactive).